Dataset: Full USPTO retrosynthesis dataset with 1.9M reactions from patents (1976-2016). Task: Predict the reactants needed to synthesize the given product. (1) Given the product [OH:24][CH:17]([CH2:18][CH:3]([CH3:5])[CH3:2])[C:20]([OH:22])=[O:21].[C:5]1([C:3]([CH3:2])([OH:4])[C:23]([OH:24])=[O:26])[CH:18]=[CH:17][CH:11]=[CH:9][CH:7]=1, predict the reactants needed to synthesize it. The reactants are: O=[CH:2][C@@H:3]([C@H:5]([C@@H:7]([C@@H:9]([CH2:11]O)O)O)O)[OH:4].[Na+].[Cl-].Cl.N[C@H:17]([C:20]([OH:22])=[O:21])[CH2:18]S.[C:23](=[O:26])([O-])[O-:24].[Ca+2]. (2) Given the product [F:1][C:2]1[CH:7]=[C:6]([C:8]([OH:11])([CH3:10])[CH3:9])[CH:5]=[C:4]([F:12])[C:3]=1[C:13]1[N:18]=[C:17]([C:19]([OH:21])=[O:20])[CH:16]=[CH:15][C:14]=1[F:23], predict the reactants needed to synthesize it. The reactants are: [F:1][C:2]1[CH:7]=[C:6]([C:8]([OH:11])([CH3:10])[CH3:9])[CH:5]=[C:4]([F:12])[C:3]=1[C:13]1[N:18]=[C:17]([C:19]([O:21]C)=[O:20])[CH:16]=[CH:15][C:14]=1[F:23].C1COCC1.[OH-].[Na+]. (3) Given the product [CH:16]1([NH:17][C:1](=[O:8])/[CH:2]=[CH:3]/[CH2:4][CH2:5][CH3:6])[CH2:14][CH2:15]1, predict the reactants needed to synthesize it. The reactants are: [C:1]([OH:8])(=O)/[CH:2]=[CH:3]/[CH2:4][CH2:5][CH3:6].CCN=C=N[CH2:14][CH2:15][CH2:16][N:17](C)C.C1C=CC2N(O)N=NC=2C=1.CN1CCOCC1.C1(N)CC1. (4) Given the product [F:17][C:16]([F:18])([F:19])[C:15]([C:12]1[CH:11]=[C:8]([CH:7]=[CH:14][CH:13]=1)[CH:9]=[O:10])([CH3:21])[CH3:20], predict the reactants needed to synthesize it. The reactants are: FC(F)(F)S(O[C:7]1[CH:14]=[CH:13][C:12]([C:15]([CH3:21])([CH3:20])[C:16]([F:19])([F:18])[F:17])=[CH:11][C:8]=1[CH:9]=[O:10])(=O)=O.C(NCC)C. (5) Given the product [C:13]([O:17][C:18](=[O:19])[NH:20][CH2:21][CH2:22][CH2:23][NH:24][C:2]1[C:7]([N+:8]([O-:10])=[O:9])=[CH:6][CH:5]=[C:4]([O:11][CH3:12])[N:3]=1)([CH3:16])([CH3:14])[CH3:15], predict the reactants needed to synthesize it. The reactants are: Cl[C:2]1[C:7]([N+:8]([O-:10])=[O:9])=[CH:6][CH:5]=[C:4]([O:11][CH3:12])[N:3]=1.[C:13]([O:17][C:18]([NH:20][CH2:21][CH2:22][CH2:23][NH2:24])=[O:19])([CH3:16])([CH3:15])[CH3:14].C([O-])([O-])=O.[K+].[K+]. (6) Given the product [Br:1][C:2]1[C:3]([N:20]2[CH2:25][CH2:24][N:23]([CH2:51][CH2:52][NH:53][C:54]([NH:56][C:57]3[CH:62]=[CH:61][CH:60]=[CH:59][CH:58]=3)=[O:55])[CH2:22][CH2:21]2)=[C:4]2[N:10]=[C:9]([C:11]3[CH:16]=[CH:15][C:14]([N:17]([CH3:19])[CH3:18])=[CH:13][CH:12]=3)[NH:8][C:5]2=[N:6][CH:7]=1, predict the reactants needed to synthesize it. The reactants are: [Br:1][C:2]1[C:3]([N:20]2[CH2:25][CH2:24][N:23](C(NC3C=CC=CC=3)=O)[CH2:22][CH2:21]2)=[C:4]2[N:10]=[C:9]([C:11]3[CH:16]=[CH:15][C:14]([N:17]([CH3:19])[CH3:18])=[CH:13][CH:12]=3)[NH:8][C:5]2=[N:6][CH:7]=1.NC1C([N+]([O-])=O)=C(N2CCN([CH2:51][CH2:52][NH:53][C:54]([NH:56][C:57]3[CH:62]=[CH:61][CH:60]=[CH:59][CH:58]=3)=[O:55])CC2)C(Br)=CN=1.[O-]S(S([O-])=O)=O.[Na+].[Na+].CN(C1C=CC(C=O)=CC=1)C. (7) Given the product [F:25][C:4]1[CH:3]=[C:2]([NH:1][C:33]([C:30]2[C:29](=[O:36])[N:28]([C:37]3[CH:38]=[CH:39][CH:40]=[CH:41][CH:42]=3)[N:27]([CH3:26])[C:31]=2[CH3:32])=[O:34])[CH:24]=[CH:23][C:5]=1[O:6][C:7]1[C:16]2[C:11](=[CH:12][C:13]([O:17][C:18]([CH3:22])([CH3:21])[CH2:19][OH:20])=[CH:14][CH:15]=2)[N:10]=[CH:9][CH:8]=1, predict the reactants needed to synthesize it. The reactants are: [NH2:1][C:2]1[CH:24]=[CH:23][C:5]([O:6][C:7]2[C:16]3[C:11](=[CH:12][C:13]([O:17][C:18]([CH3:22])([CH3:21])[CH2:19][OH:20])=[CH:14][CH:15]=3)[N:10]=[CH:9][CH:8]=2)=[C:4]([F:25])[CH:3]=1.[CH3:26][N:27]1[C:31]([CH3:32])=[C:30]([C:33](O)=[O:34])[C:29](=[O:36])[N:28]1[C:37]1[CH:42]=[CH:41][CH:40]=[CH:39][CH:38]=1.CCN=C=NCCCN(C)C.C1C=NC2N(O)N=NC=2C=1. (8) Given the product [Cl:12][C:8]1[CH:7]=[C:6]2[C:11](=[CH:10][CH:9]=1)[C:2]([C:26]1[C:21]3[O:20][C:18]4[C:17]([C:22]=3[CH:23]=[C:24]([CH3:36])[CH:25]=1)=[CH:16][CH:15]=[C:14]([CH3:13])[N:19]=4)=[N:3][CH:4]=[CH:5]2, predict the reactants needed to synthesize it. The reactants are: Cl[C:2]1[C:11]2[C:6](=[CH:7][C:8]([Cl:12])=[CH:9][CH:10]=2)[CH:5]=[CH:4][N:3]=1.[CH3:13][C:14]1[N:19]=[C:18]2[O:20][C:21]3[C:26](B4OC(C)(C)C(C)(C)O4)=[CH:25][C:24]([CH3:36])=[CH:23][C:22]=3[C:17]2=[CH:16][CH:15]=1.C(=O)([O-])[O-].[Na+].[Na+].C(COC)OC. (9) Given the product [CH2:1]([C:3]1[S:23][C:6]2[N:7]([CH2:25][C:26]3[CH:31]=[CH:30][C:29]([C:32]4[CH:37]=[CH:36][CH:35]=[CH:34][C:33]=4[C:38]4[NH:42][C:41](=[O:48])[O:40][N:39]=4)=[CH:28][CH:27]=3)[C:8](=[O:22])[N:9]([C:12]3[CH:13]=[N:14][C:15]4[C:20]([CH:21]=3)=[CH:19][CH:18]=[CH:17][CH:16]=4)[C:10](=[O:11])[C:5]=2[CH:4]=1)[CH3:2], predict the reactants needed to synthesize it. The reactants are: [CH2:1]([C:3]1[S:23][C:6]2[NH:7][C:8](=[O:22])[N:9]([C:12]3[CH:13]=[N:14][C:15]4[C:20]([CH:21]=3)=[CH:19][CH:18]=[CH:17][CH:16]=4)[C:10](=[O:11])[C:5]=2[CH:4]=1)[CH3:2].Br[CH2:25][C:26]1[CH:31]=[CH:30][C:29]([C:32]2[CH:37]=[CH:36][CH:35]=[CH:34][C:33]=2[C:38]2[N:42]=[C:41](C(Cl)(Cl)Cl)[O:40][N:39]=2)=[CH:28][CH:27]=1.C(=O)([O-])[O-:48].[K+].[K+].CN(C)C=O. (10) Given the product [C:15]([C:14]1[CH:13]=[CH:12][CH:11]=[C:10]([CH:19]([C:21]2[CH:22]=[C:23]([C:27]3[CH:32]=[CH:31][CH:30]=[CH:29][C:28]=3[O:33][CH3:34])[CH:24]=[CH:25][CH:26]=2)[CH3:20])[C:9]=1[OH:8])([CH3:16])([CH3:17])[CH3:18], predict the reactants needed to synthesize it. The reactants are: C([O:8][C:9]1[C:14]([C:15]([CH3:18])([CH3:17])[CH3:16])=[CH:13][CH:12]=[CH:11][C:10]=1[C:19]([C:21]1[CH:22]=[C:23]([C:27]2[CH:32]=[CH:31][CH:30]=[CH:29][C:28]=2[O:33][CH3:34])[CH:24]=[CH:25][CH:26]=1)=[CH2:20])C1C=CC=CC=1.